This data is from Forward reaction prediction with 1.9M reactions from USPTO patents (1976-2016). The task is: Predict the product of the given reaction. (1) Given the reactants [Cl:1][C:2]1[C:3]([NH2:19])=[CH:4][C:5]([CH3:18])=[C:6]([C:8]2[CH:13]=[CH:12][CH:11]=[CH:10][C:9]=2[C:14]([F:17])([F:16])[F:15])[CH:7]=1.[C:20]([O:23]C(=O)C)(=O)[CH3:21].[N+:27]([O-])([OH:29])=[O:28], predict the reaction product. The product is: [Cl:1][C:2]1[C:3]([NH:19][C:20](=[O:23])[CH3:21])=[C:4]([N+:27]([O-:29])=[O:28])[C:5]([CH3:18])=[C:6]([C:8]2[CH:13]=[CH:12][CH:11]=[CH:10][C:9]=2[C:14]([F:16])([F:17])[F:15])[CH:7]=1. (2) Given the reactants Br[C:2]1[CH:3]=[N:4][C:5]2[N:6]([CH:8]=[C:9]([CH2:11][O:12][C:13]3[CH:18]=[CH:17][N:16]=[C:15]([F:19])[CH:14]=3)[N:10]=2)[CH:7]=1.[F:20][C:21]1[CH:26]=[CH:25][C:24](B(O)O)=[C:23]([CH3:30])[CH:22]=1, predict the reaction product. The product is: [F:20][C:21]1[CH:26]=[CH:25][C:24]([C:2]2[CH:3]=[N:4][C:5]3[N:6]([CH:8]=[C:9]([CH2:11][O:12][C:13]4[CH:18]=[CH:17][N:16]=[C:15]([F:19])[CH:14]=4)[N:10]=3)[CH:7]=2)=[C:23]([CH3:30])[CH:22]=1. (3) Given the reactants [CH2:1]([N:7]([CH3:18])[C:8](=[O:17])[NH:9][C@@H:10]([CH2:14][CH2:15][OH:16])[C:11]([OH:13])=[O:12])[CH2:2][CH2:3][CH2:4][CH:5]=[CH2:6].[Si:19](Cl)([C:22]([CH3:25])([CH3:24])[CH3:23])([CH3:21])[CH3:20], predict the reaction product. The product is: [Si:19]([O:16][CH2:15][CH2:14][C@H:10]([NH:9][C:8]([N:7]([CH2:1][CH2:2][CH2:3][CH2:4][CH:5]=[CH2:6])[CH3:18])=[O:17])[C:11]([OH:13])=[O:12])([C:22]([CH3:25])([CH3:24])[CH3:23])([CH3:21])[CH3:20].